Dataset: Ames mutagenicity test results for genotoxicity prediction. Task: Regression/Classification. Given a drug SMILES string, predict its toxicity properties. Task type varies by dataset: regression for continuous values (e.g., LD50, hERG inhibition percentage) or binary classification for toxic/non-toxic outcomes (e.g., AMES mutagenicity, cardiotoxicity, hepatotoxicity). Dataset: ames. (1) The molecule is C=CCOC(=O)c1ccccc1C(=O)OCC=C. The result is 0 (non-mutagenic). (2) The drug is Oc1[nH]cnc2nncc1-2. The result is 0 (non-mutagenic). (3) The compound is CC(C)(C)NC(=O)C1CCC2C3CC=C4C=C(C(=O)O)CCC4(C)C3CCC12C. The result is 0 (non-mutagenic). (4) The drug is COc1ccc(CN(C)N=O)cc1. The result is 0 (non-mutagenic). (5) The compound is CC/C=C/C/C=C/C/C=C/CCCCCCCC(=O)O. The result is 0 (non-mutagenic). (6) The compound is CC(C)NCC(O)COc1cccc2c1OCC(O[N+](=O)[O-])C2. The result is 0 (non-mutagenic). (7) The compound is c1cc2c(cc1C[C@@H]1CO1)OCO2. The result is 1 (mutagenic). (8) The molecule is CSCCC(NC(=O)COc1cc(Cl)c(Cl)cc1Cl)C(=O)O. The result is 0 (non-mutagenic). (9) The molecule is CCOC(=O)[C@H](SP(=S)(OC)OC)c1ccccc1. The result is 0 (non-mutagenic). (10) The molecule is CS(=O)(=O)N1C2c3ccccc3-c3ccccc3C21. The result is 1 (mutagenic).